From a dataset of CYP2C9 inhibition data for predicting drug metabolism from PubChem BioAssay. Regression/Classification. Given a drug SMILES string, predict its absorption, distribution, metabolism, or excretion properties. Task type varies by dataset: regression for continuous measurements (e.g., permeability, clearance, half-life) or binary classification for categorical outcomes (e.g., BBB penetration, CYP inhibition). Dataset: cyp2c9_veith. (1) The molecule is O=C(c1ccco1)N1CCC2(CC1)CN(c1ccccn1)C2. The result is 0 (non-inhibitor). (2) The drug is COc1ccccc1-c1nccc(N2CCN(C)CC2)n1. The result is 0 (non-inhibitor). (3) The molecule is Cc1cc(C)c(O)c(Cc2cccc(Cc3cc(C)cc(C)c3O)c2O)c1. The result is 0 (non-inhibitor). (4) The compound is CCSc1nnc(NC(=O)Cc2ccccc2OC)s1. The result is 0 (non-inhibitor). (5) The molecule is CCCS(=O)(=O)O. The result is 0 (non-inhibitor). (6) The molecule is COC(=O)C(NC(=O)c1ccccc1)=C1C=C(C)OC(C)=C1. The result is 0 (non-inhibitor).